Task: Predict which catalyst facilitates the given reaction.. Dataset: Catalyst prediction with 721,799 reactions and 888 catalyst types from USPTO (1) Reactant: [CH2:1]([O:3][C:4](=[O:29])[CH:5]=[CH:6][C:7]1[CH:12]=[CH:11][C:10]([O:13][CH2:14][CH2:15][C:16]2[N:17]=[C:18]([C:22]3[CH:27]=[CH:26][CH:25]=[CH:24][CH:23]=3)[O:19][C:20]=2[CH3:21])=[CH:9][C:8]=1[OH:28])[CH3:2]. Product: [CH2:1]([O:3][C:4](=[O:29])[CH2:5][CH2:6][C:7]1[CH:12]=[CH:11][C:10]([O:13][CH2:14][CH2:15][C:16]2[N:17]=[C:18]([C:22]3[CH:23]=[CH:24][CH:25]=[CH:26][CH:27]=3)[O:19][C:20]=2[CH3:21])=[CH:9][C:8]=1[OH:28])[CH3:2]. The catalyst class is: 45. (2) Reactant: [CH2:1]([Mg]Br)[CH3:2].[Cl-].[CH:6]([C:9]1[CH:14]=[CH:13][CH:12]=[C:11]([CH:15](C)[CH3:16])C=1[NH+]1CCN(C2[C:9]([CH:6](C)[CH3:7])=[CH:14][CH:13]=[CH:12][C:11]=2[CH:15](C)[CH3:16])C1)(C)[CH3:7].ClC1C=CC=CC=1.C1(C)C=CC([Mg]Br)=CC=1.C(C(C(C([O-])=O)O)O)([O-])=O.[K+].[Na+]. Product: [CH3:7][CH2:6][CH2:9][CH2:14][CH2:13][CH2:12][CH2:11][CH2:15][CH2:16][CH2:1][CH3:2]. The catalyst class is: 1. (3) Reactant: [NH2:1][C:2]1[N:6]([C:7]2[CH:12]=[CH:11][CH:10]=[CH:9][CH:8]=2)[N:5]=[C:4]([C:13]([O:15]CC)=[O:14])[C:3]=1[CH3:18].[Li+].[OH-]. Product: [NH2:1][C:2]1[N:6]([C:7]2[CH:12]=[CH:11][CH:10]=[CH:9][CH:8]=2)[N:5]=[C:4]([C:13]([OH:15])=[O:14])[C:3]=1[CH3:18]. The catalyst class is: 36. (4) The catalyst class is: 10. Product: [F:35][C:33]1[CH:32]=[CH:31][CH:30]=[C:29]2[C:34]=1[C:25]([NH:5][C:4]1[CH:6]=[CH:7][C:8]([O:9][C:10]3[CH:11]=[N:12][C:13]([CH3:16])=[CH:14][CH:15]=3)=[C:2]([CH3:1])[CH:3]=1)=[N:26][CH:27]=[N:28]2. Reactant: [CH3:1][C:2]1[CH:3]=[C:4]([CH:6]=[CH:7][C:8]=1[O:9][C:10]1[CH:11]=[N:12][C:13]([CH3:16])=[CH:14][CH:15]=1)[NH2:5].Cl.O1CCOCC1.Cl[C:25]1[C:34]2[C:29](=[CH:30][CH:31]=[CH:32][C:33]=2[F:35])[N:28]=[CH:27][N:26]=1. (5) Reactant: [CH:1]([N:4]1[C:8]([C:9]2[S:10][C:11]3[CH2:12][CH2:13][O:14][C:15]4[CH:22]=[CH:21][C:20]([CH:23]5[CH2:26][N:25]([CH2:27][CH2:28][O:29]C6CCCCO6)[CH2:24]5)=[CH:19][C:16]=4[C:17]=3[N:18]=2)=[N:7][CH:6]=[N:5]1)([CH3:3])[CH3:2].Cl.O1CCOCC1. Product: [CH:1]([N:4]1[C:8]([C:9]2[S:10][C:11]3[CH2:12][CH2:13][O:14][C:15]4[CH:22]=[CH:21][C:20]([CH:23]5[CH2:24][N:25]([CH2:27][CH2:28][OH:29])[CH2:26]5)=[CH:19][C:16]=4[C:17]=3[N:18]=2)=[N:7][CH:6]=[N:5]1)([CH3:3])[CH3:2]. The catalyst class is: 100. (6) Reactant: C(O[BH-](OC(=O)C)OC(=O)C)(=O)C.[Na+].[ClH:15].[CH3:16][CH:17]([NH:19][C:20]1[C:25]([C:26]#[N:27])=[CH:24][C:23]([C:28]2[O:32][N:31]=[C:30]([C:33]3[C:34]([CH3:43])=[C:35]4[C:40](=[CH:41][CH:42]=3)[CH2:39][NH:38][CH2:37][CH2:36]4)[N:29]=2)=[CH:22][N:21]=1)[CH3:18].[O:44]=[CH:45][C@@H:46]([CH2:48]O)[OH:47].C(=O)([O-])O.[Na+]. Product: [ClH:15].[OH:47][C@H:46]([CH2:45][OH:44])[CH2:48][N:38]1[CH2:37][CH2:36][C:35]2[C:40](=[CH:41][CH:42]=[C:33]([C:30]3[N:29]=[C:28]([C:23]4[CH:24]=[C:25]([C:26]#[N:27])[C:20]([NH:19][CH:17]([CH3:16])[CH3:18])=[N:21][CH:22]=4)[O:32][N:31]=3)[C:34]=2[CH3:43])[CH2:39]1. The catalyst class is: 61. (7) Reactant: [CH3:1][O-:2].[Na+].C[O:5][C:6]([C:8]1[C:9]2[CH:10]=[CH:11][N:12]([CH:18]([CH3:20])[CH3:19])[C:13]=2[CH:14]=[C:15](Br)[CH:16]=1)=[O:7].Cl. Product: [CH:18]([N:12]1[C:13]2[CH:14]=[C:15]([O:2][CH3:1])[CH:16]=[C:8]([C:6]([OH:5])=[O:7])[C:9]=2[CH:10]=[CH:11]1)([CH3:20])[CH3:19]. The catalyst class is: 179. (8) Reactant: [OH-].[Na+].CN(C)C(=O)[S:6][C:7]1[C:15]2[NH:14][C:13](=[O:16])[NH:12][C:11]=2[CH:10]=[CH:9][CH:8]=1.C(O)(=O)C. Product: [SH:6][C:7]1[C:15]2[NH:14][C:13](=[O:16])[NH:12][C:11]=2[CH:10]=[CH:9][CH:8]=1. The catalyst class is: 6. (9) Reactant: CC(O)=O.[N:5]1[CH:10]=[CH:9][C:8]([C:11]2[N:15]3[N:16]=[C:17]([NH:20][C@H:21]4[CH2:26][CH2:25][C@H:24]([OH:27])[CH2:23][CH2:22]4)[CH:18]=[CH:19][C:14]3=[N:13][CH:12]=2)=[CH:7][CH:6]=1.[CH3:28][N:29]=[C:30]=[O:31]. Product: [CH3:28][NH:29][C:30](=[O:31])[O:27][C@H:24]1[CH2:23][CH2:22][C@H:21]([NH:20][C:17]2[CH:18]=[CH:19][C:14]3[N:15]([C:11]([C:8]4[CH:9]=[CH:10][N:5]=[CH:6][CH:7]=4)=[CH:12][N:13]=3)[N:16]=2)[CH2:26][CH2:25]1. The catalyst class is: 4.